From a dataset of Forward reaction prediction with 1.9M reactions from USPTO patents (1976-2016). Predict the product of the given reaction. (1) Given the reactants Cl.O[CH2:3][C:4]1[N:8]2[CH:9]=[CH:10][CH:11]=[CH:12][C:7]2=[N:6][CH:5]=1.[N+:13]([C:16]1[CH:21]=[CH:20][C:19]([SH:22])=[CH:18][CH:17]=1)([O-:15])=[O:14].[OH-].[Na+], predict the reaction product. The product is: [N+:13]([C:16]1[CH:21]=[CH:20][C:19]([S:22][CH2:3][C:4]2[N:8]3[CH:9]=[CH:10][CH:11]=[CH:12][C:7]3=[N:6][CH:5]=2)=[CH:18][CH:17]=1)([O-:15])=[O:14]. (2) Given the reactants C([O:8][C@H:9]1[CH2:12][C@H:11]([O:13][C:14]2[CH:33]=[CH:32][C:17]([CH2:18][C@@H:19]([C:28]([O:30][CH3:31])=[O:29])[NH:20][C:21]([O:23][C:24]([CH3:27])([CH3:26])[CH3:25])=[O:22])=[CH:16][CH:15]=2)[CH2:10]1)C1C=CC=CC=1.[H][H], predict the reaction product. The product is: [C:24]([O:23][C:21]([NH:20][C@H:19]([C:28]([O:30][CH3:31])=[O:29])[CH2:18][C:17]1[CH:32]=[CH:33][C:14]([O:13][C@H:11]2[CH2:12][C@H:9]([OH:8])[CH2:10]2)=[CH:15][CH:16]=1)=[O:22])([CH3:26])([CH3:27])[CH3:25]. (3) The product is: [Cl:1][C:2]1[C:11]2[C:6](=[CH:7][C:8]([O:14][CH2:45][CH2:44][CH2:43][N:40]3[CH2:39][CH2:38][N:37]([CH2:34][C:35]#[CH:36])[CH2:42][CH2:41]3)=[C:9]([O:12][CH3:13])[CH:10]=2)[N:5]=[CH:4][N:3]=1. Given the reactants [Cl:1][C:2]1[C:11]2[C:6](=[CH:7][C:8]([OH:14])=[C:9]([O:12][CH3:13])[CH:10]=2)[N:5]=[CH:4][N:3]=1.C1(P(C2C=CC=CC=2)C2C=CC=CC=2)C=CC=CC=1.[CH2:34]([N:37]1[CH2:42][CH2:41][N:40]([CH2:43][CH2:44][CH2:45]O)[CH2:39][CH2:38]1)[C:35]#[CH:36], predict the reaction product. (4) Given the reactants [NH2:1][C:2]12[CH2:9][CH2:8][C:5]([CH2:10][CH2:11][C:12]3[C:13]([F:39])=[CH:14][N:15]=[C:16]4[C:21]=3[N:20]=[C:19]([O:22][CH2:23][C@@H:24]3[C@H:27]([NH:28][C:29](=[O:38])[O:30][CH2:31][C:32]5[CH:37]=[CH:36][CH:35]=[CH:34][CH:33]=5)[CH2:26][O:25]3)[CH:18]=[CH:17]4)([CH2:6][CH2:7]1)[O:4][CH2:3]2.[O:40]=[C:41]1[CH2:46][O:45][C:44]2[CH:47]=[CH:48][C:49]([CH:51]=O)=[N:50][C:43]=2[NH:42]1, predict the reaction product. The product is: [F:39][C:13]1[C:12]([CH2:11][CH2:10][C:5]23[CH2:8][CH2:9][C:2]([NH:1][CH2:51][C:49]4[CH:48]=[CH:47][C:44]5[O:45][CH2:46][C:41](=[O:40])[NH:42][C:43]=5[N:50]=4)([CH2:7][CH2:6]2)[CH2:3][O:4]3)=[C:21]2[C:16]([CH:17]=[CH:18][C:19]([O:22][CH2:23][C@@H:24]3[C@H:27]([NH:28][C:29](=[O:38])[O:30][CH2:31][C:32]4[CH:33]=[CH:34][CH:35]=[CH:36][CH:37]=4)[CH2:26][O:25]3)=[N:20]2)=[N:15][CH:14]=1. (5) Given the reactants [NH:1]1[C:9]2[C:4](=[CH:5][C:6]([NH:10][C:11]3[C:20]4[C:15](=[CH:16][CH:17]=[CH:18][CH:19]=4)[N:14]=[C:13]([C:21]4[CH:22]=[C:23]([CH:29]=[CH:30][CH:31]=4)[O:24][CH2:25][C:26]([OH:28])=O)[N:12]=3)=[CH:7][CH:8]=2)[CH:3]=[N:2]1.C[CH2:33][N:34](C(C)C)[CH:35](C)C.C1CN([P+](ON2N=NC3C=CC=CC2=3)(N2CCCC2)N2CCCC2)CC1.F[P-](F)(F)(F)(F)F.CNC, predict the reaction product. The product is: [NH:1]1[C:9]2[C:4](=[CH:5][C:6]([NH:10][C:11]3[C:20]4[C:15](=[CH:16][CH:17]=[CH:18][CH:19]=4)[N:14]=[C:13]([C:21]4[CH:22]=[C:23]([CH:29]=[CH:30][CH:31]=4)[O:24][CH2:25][C:26]([N:34]([CH3:35])[CH3:33])=[O:28])[N:12]=3)=[CH:7][CH:8]=2)[CH:3]=[N:2]1.